Task: Predict the product of the given reaction.. Dataset: Forward reaction prediction with 1.9M reactions from USPTO patents (1976-2016) Given the reactants C(OC[N:9]1[C:13]2=[N:14][CH:15]=[C:16]([C:18]3[C:26]4[C:21](=[CH:22][C:23]([C:27]#[N:28])=[CH:24][CH:25]=4)[N:20]([CH3:29])[N:19]=3)[N:17]=[C:12]2[C:11]([C:30](=[O:36])[NH:31][C:32]([CH3:35])([CH3:34])[CH3:33])=[CH:10]1)(=O)C(C)(C)C.[OH-].[Na+], predict the reaction product. The product is: [C:32]([NH:31][C:30]([C:11]1[C:12]2[C:13](=[N:14][CH:15]=[C:16]([C:18]3[C:26]4[C:21](=[CH:22][C:23]([C:27]#[N:28])=[CH:24][CH:25]=4)[N:20]([CH3:29])[N:19]=3)[N:17]=2)[NH:9][CH:10]=1)=[O:36])([CH3:35])([CH3:34])[CH3:33].